Task: Regression. Given a peptide amino acid sequence and an MHC pseudo amino acid sequence, predict their binding affinity value. This is MHC class I binding data.. Dataset: Peptide-MHC class I binding affinity with 185,985 pairs from IEDB/IMGT (1) The peptide sequence is APYFATVRL. The MHC is HLA-B27:05 with pseudo-sequence HLA-B27:05. The binding affinity (normalized) is 0.0847. (2) The peptide sequence is SYPPPPASF. The MHC is HLA-B07:02 with pseudo-sequence HLA-B07:02. The binding affinity (normalized) is 0.0510. (3) The peptide sequence is RLRMDKLQL. The MHC is HLA-B07:02 with pseudo-sequence HLA-B07:02. The binding affinity (normalized) is 0.537.